This data is from Forward reaction prediction with 1.9M reactions from USPTO patents (1976-2016). The task is: Predict the product of the given reaction. (1) Given the reactants [CH2:1]([O:3][C:4](=[O:29])[C:5]([C:25]([F:28])([F:27])[F:26])([O:20][Si](C)(C)C)[CH2:6][C:7]([C:10]1[CH:15]=[CH:14][C:13]([Cl:16])=[C:12]([F:17])[C:11]=1[O:18][CH3:19])([CH3:9])[CH3:8])[CH3:2].O.O.O.[F-].C([N+](CCCC)(CCCC)CCCC)CCC.O, predict the reaction product. The product is: [CH2:1]([O:3][C:4](=[O:29])[C:5]([C:25]([F:27])([F:26])[F:28])([OH:20])[CH2:6][C:7]([C:10]1[CH:15]=[CH:14][C:13]([Cl:16])=[C:12]([F:17])[C:11]=1[O:18][CH3:19])([CH3:9])[CH3:8])[CH3:2]. (2) The product is: [S:1]1[CH:5]=[CH:4][C:3]2[CH:6]=[C:7]([CH2:10][S:11]([NH:14][C@H:15]([CH2:20][C:21]3[C:29]4[C:24](=[CH:25][CH:26]=[CH:27][CH:28]=4)[NH:23][CH:22]=3)[C:16]([NH:18][OH:19])=[O:17])(=[O:13])=[O:12])[CH:8]=[CH:9][C:2]1=2. Given the reactants [S:1]1[CH:5]=[CH:4][C:3]2[CH:6]=[C:7]([CH2:10][S:11]([NH:14][C@H:15]([CH2:20][C:21]3[C:29]4[C:24](=[CH:25][CH:26]=[CH:27][CH:28]=4)[NH:23][CH:22]=3)[C:16]([NH:18][OH:19])=[O:17])(=[O:13])=[O:12])[CH:8]=[CH:9][C:2]1=2.S1C=CC2C=C(CS(N[C@H](CC3C4C(=CC=CC=4)NC=3)C(O)=O)(=O)=O)C=CC1=2.C1C=NC2N(O)N=NC=2C=1.Cl.NO.CN1CCOCC1.C(O)(=O)CC.NO, predict the reaction product.